Dataset: Catalyst prediction with 721,799 reactions and 888 catalyst types from USPTO. Task: Predict which catalyst facilitates the given reaction. Reactant: [Br:1][C:2]1[CH:3]=[C:4]2[C:8](=[CH:9][CH:10]=1)[NH:7][CH:6]=[C:5]2[CH2:11][C:12]([OH:14])=[O:13].[CH3:15][Si](C=[N+]=[N-])(C)C. Product: [Br:1][C:2]1[CH:3]=[C:4]2[C:8](=[CH:9][CH:10]=1)[NH:7][CH:6]=[C:5]2[CH2:11][C:12]([O:14][CH3:15])=[O:13]. The catalyst class is: 275.